From a dataset of Full USPTO retrosynthesis dataset with 1.9M reactions from patents (1976-2016). Predict the reactants needed to synthesize the given product. (1) Given the product [Cl:27][C:24]1[CH:25]=[CH:26][C:21]([CH:8]2[C:5]3[N:6]([CH3:7])[C:2]([C:34]4[C:29]([F:28])=[N:30][CH:31]=[CH:32][CH:33]=4)=[N:3][C:4]=3[C:10](=[O:11])[N:9]2[C:12]2[CH:17]=[C:16]([CH3:18])[C:15](=[O:19])[N:14]([CH3:20])[CH:13]=2)=[CH:22][CH:23]=1, predict the reactants needed to synthesize it. The reactants are: Br[C:2]1[N:6]([CH3:7])[C:5]2[CH:8]([C:21]3[CH:26]=[CH:25][C:24]([Cl:27])=[CH:23][CH:22]=3)[N:9]([C:12]3[CH:17]=[C:16]([CH3:18])[C:15](=[O:19])[N:14]([CH3:20])[CH:13]=3)[C:10](=[O:11])[C:4]=2[N:3]=1.[F:28][C:29]1[C:34](B(O)O)=[CH:33][CH:32]=[CH:31][N:30]=1. (2) Given the product [N:25]1([CH2:24][C:21]2[CH:22]=[CH:23][C:18]([C:16]3[CH:15]=[N:14][C:9]4[NH:10][C:11]5[CH:12]=[N:13][C:5]([C:3]([NH2:31])=[O:2])=[CH:6][C:7]=5[C:8]=4[CH:17]=3)=[CH:19][CH:20]=2)[CH2:26][CH2:27][CH2:28][CH2:29][CH2:30]1, predict the reactants needed to synthesize it. The reactants are: C[O:2][C:3]([C:5]1[N:13]=[CH:12][C:11]2[NH:10][C:9]3[N:14]=[CH:15][C:16]([C:18]4[CH:23]=[CH:22][C:21]([CH2:24][N:25]5[CH2:30][CH2:29][CH2:28][CH2:27][CH2:26]5)=[CH:20][CH:19]=4)=[CH:17][C:8]=3[C:7]=2[CH:6]=1)=O.[NH3:31].